From a dataset of Catalyst prediction with 721,799 reactions and 888 catalyst types from USPTO. Predict which catalyst facilitates the given reaction. (1) Reactant: [F:1][C:2]([F:13])([F:12])C1N=C2CNCCN2N=1.[C:14]([O:18][C:19]([NH:21][C@H:22]([CH2:27][C:28]1[CH:33]=[C:32]([F:34])[C:31]([F:35])=[CH:30][C:29]=1[F:36])[CH2:23][C:24]([OH:26])=O)=[O:20])([CH3:17])([CH3:16])[CH3:15].OC1[C:46]2[N:45]=[N:44][NH:43][C:42]=2C=CC=1.Cl.[CH3:48][N:49](C)[CH2:50][CH2:51]CN=C=NCC. Product: [C:14]([O:18][C:19]([NH:21][C@H:22]([CH2:27][C:28]1[CH:33]=[C:32]([F:34])[C:31]([F:35])=[CH:30][C:29]=1[F:36])[CH2:23][C:24]([N:45]1[CH2:51][CH2:50][N:49]2[CH2:48][N:44]([C:2]([F:13])([F:12])[F:1])[N:43]=[C:42]2[CH2:46]1)=[O:26])=[O:20])([CH3:15])([CH3:16])[CH3:17]. The catalyst class is: 3. (2) Reactant: I[CH2:2][C:3]([OH:5])=[O:4].[CH3:6][O:7][CH2:8][C:9]1[S:13][C:12]([NH:14][C:15](=[O:21])[O:16][C:17]([CH3:20])([CH3:19])[CH3:18])=[N:11][N:10]=1.[H-].[Na+]. Product: [C:17]([O:16][C:15]([N:14]=[C:12]1[N:11]([CH2:2][C:3]([OH:5])=[O:4])[N:10]=[C:9]([CH2:8][O:7][CH3:6])[S:13]1)=[O:21])([CH3:20])([CH3:19])[CH3:18]. The catalyst class is: 7. (3) Reactant: [O:1]1[C:5]2[CH:6]=[CH:7][C:8]([CH:10]=[C:11]([C:14]#[N:15])[C:12]#[N:13])=[CH:9][C:4]=2[O:3][CH2:2]1.[C:16]([C:24]1[CH:29]=[CH:28][CH:27]=[CH:26][CH:25]=1)(=O)[C:17]1C=CC=CC=1.C([O-])(=O)C.[NH4+:34]. Product: [NH2:13][CH2:12][C:11]1[C:14]([NH2:34])=[N:15][C:16]([C:24]2[CH:29]=[CH:28][CH:27]=[CH:26][CH:25]=2)=[CH:17][C:10]=1[C:8]1[CH:7]=[CH:6][C:5]2[O:1][CH2:2][O:3][C:4]=2[CH:9]=1. The catalyst class is: 11.